This data is from Forward reaction prediction with 1.9M reactions from USPTO patents (1976-2016). The task is: Predict the product of the given reaction. (1) Given the reactants [Br:1][C:2]1[CH:10]=[C:9]2[C:5]([C:6]([CH3:34])=[CH:7][N:8]2[S:11]([C:14]2[CH:15]=[CH:16][C:17]([O:32][CH3:33])=[C:18]([N:20]3[CH2:25][CH2:24][N:23](C(=O)C(Cl)(Cl)Cl)[CH2:22][CH2:21]3)[CH:19]=2)(=[O:13])=[O:12])=[CH:4][CH:3]=1.[OH-].[K+], predict the reaction product. The product is: [Br:1][C:2]1[CH:10]=[C:9]2[C:5]([C:6]([CH3:34])=[CH:7][N:8]2[S:11]([C:14]2[CH:15]=[CH:16][C:17]([O:32][CH3:33])=[C:18]([N:20]3[CH2:21][CH2:22][NH:23][CH2:24][CH2:25]3)[CH:19]=2)(=[O:13])=[O:12])=[CH:4][CH:3]=1. (2) Given the reactants [CH3:1][O:2][C:3]1[CH:4]=[CH:5][C:6]2[C:7]3[N:15]=[C:14]([C:16]4[CH:21]=[CH:20][C:19]([O:22][CH3:23])=[CH:18][CH:17]=4)[CH:13]=[C:12]([C:24]([O:26]C)=[O:25])[C:8]=3[NH:9][C:10]=2[CH:11]=1.[OH-].[Na+], predict the reaction product. The product is: [CH3:1][O:2][C:3]1[CH:4]=[CH:5][C:6]2[C:7]3[N:15]=[C:14]([C:16]4[CH:17]=[CH:18][C:19]([O:22][CH3:23])=[CH:20][CH:21]=4)[CH:13]=[C:12]([C:24]([OH:26])=[O:25])[C:8]=3[NH:9][C:10]=2[CH:11]=1.